Dataset: Reaction yield outcomes from USPTO patents with 853,638 reactions. Task: Predict the reaction yield, written as a fraction of the theoretical maximum amount of product (1.0 means a 100% yield; for example, 0.34 means a 34% yield). (1) The reactants are [Cl:1][C:2]1[N:11]=[C:10]([O:12][CH3:13])[C:9]2[CH2:8][CH2:7][C@H:6]3[C@H:14]([CH3:21])[C:15](=[O:20])[CH:16]([C:18]#[N:19])[CH2:17][C@:5]3([C:22]3[CH:27]=[CH:26][CH:25]=[CH:24][CH:23]=3)[C:4]=2[N:3]=1.BrN1C(C)(C)C(=O)N(Br)C1=O.N1C=CC=CC=1. The catalyst is CN(C)C=O.O. The product is [Cl:1][C:2]1[N:11]=[C:10]([O:12][CH3:13])[C:9]2[CH2:8][CH2:7][C@H:6]3[C@H:14]([CH3:21])[C:15](=[O:20])[C:16]([C:18]#[N:19])=[CH:17][C@:5]3([C:22]3[CH:23]=[CH:24][CH:25]=[CH:26][CH:27]=3)[C:4]=2[N:3]=1. The yield is 0.130. (2) The reactants are Br[CH2:2][CH2:3][C:4]1[CH:9]=[CH:8][C:7]([CH2:10][CH2:11][C:12]2[N:13]=[C:14]([NH:17][C:18](=[O:20])[CH3:19])[S:15][CH:16]=2)=[CH:6][CH:5]=1.C(NC(N)=[S:26])(=O)C.C(OCC)(=O)C. The catalyst is C(O)C. The product is [SH:26][CH2:2][CH2:3][C:4]1[CH:9]=[CH:8][C:7]([CH2:10][CH2:11][C:12]2[N:13]=[C:14]([NH:17][C:18](=[O:20])[CH3:19])[S:15][CH:16]=2)=[CH:6][CH:5]=1. The yield is 0.687. (3) The reactants are [CH3:1][O:2][C:3](=[O:19])[CH:4]([NH:11][C:12]([O:14][C:15](C)(C)C)=[O:13])[CH:5]([O:7][CH:8]([F:10])[F:9])[CH3:6].Cl.C(N(C(C)C)CC)(C)C.ClC(OC)=O. The catalyst is CO.ClCCl. The product is [CH3:1][O:2][C:3](=[O:19])[C@@H:4]([NH:11][C:12]([O:14][CH3:15])=[O:13])[C@H:5]([O:7][CH:8]([F:10])[F:9])[CH3:6]. The yield is 0.470. (4) The reactants are [CH3:1][O:2][C:3]([C:5]1[S:6][C:7]([CH2:11]Br)=[CH:8][C:9]=1[Cl:10])=[O:4].C([O-])(O)=[O:14].[Na+]. The catalyst is CS(C)=O.O. The product is [CH3:1][O:2][C:3]([C:5]1[S:6][C:7]([CH2:11][OH:14])=[CH:8][C:9]=1[Cl:10])=[O:4]. The yield is 0.450. (5) The reactants are [NH2:1][CH2:2][C@@H:3]1[C@@H:7]([CH2:8][NH:9][C:10]([C@@H:12]([NH:17][C:18]([C:20]2[S:21][C:22]3[CH:28]=[CH:27][CH:26]=[CH:25][C:23]=3[CH:24]=2)=[O:19])[CH2:13][CH:14]([CH3:16])[CH3:15])=[O:11])[CH2:6][CH2:5][O:4]1.[Cl:29][C:30]1[CH:35]=[C:34]([F:36])[CH:33]=[CH:32][C:31]=1[S:37](Cl)(=[O:39])=[O:38].CCN(CC)CC. The catalyst is C(Cl)Cl. The product is [Cl:29][C:30]1[CH:35]=[C:34]([F:36])[CH:33]=[CH:32][C:31]=1[S:37]([NH:1][CH2:2][C@@H:3]1[C@@H:7]([CH2:8][NH:9][C:10]([C@@H:12]([NH:17][C:18]([C:20]2[S:21][C:22]3[CH:28]=[CH:27][CH:26]=[CH:25][C:23]=3[CH:24]=2)=[O:19])[CH2:13][CH:14]([CH3:16])[CH3:15])=[O:11])[CH2:6][CH2:5][O:4]1)(=[O:39])=[O:38]. The yield is 0.710. (6) The reactants are C(O[C:6](=O)[N:7]([CH2:9][CH2:10][N:11]1[CH2:16][CH2:15][N:14]([C:17]2[C:22]([C:23]3[CH:28]=[CH:27][C:26]([CH2:29][O:30][CH3:31])=[CH:25][CH:24]=3)=[N:21][CH:20]=[CH:19][N:18]=2)[CH2:13][CH2:12]1)C)(C)(C)C.FC(F)(F)C(O)=O. The catalyst is ClCCl. The product is [CH3:31][O:30][CH2:29][C:26]1[CH:25]=[CH:24][C:23]([C:22]2[C:17]([N:14]3[CH2:13][CH2:12][N:11]([CH2:10][CH2:9][NH:7][CH3:6])[CH2:16][CH2:15]3)=[N:18][CH:19]=[CH:20][N:21]=2)=[CH:28][CH:27]=1. The yield is 0.970. (7) The reactants are [Cl:1][C:2]1[N:7]=[CH:6][C:5]2[N:8]=[C:9]([C:12]3[CH:13]=[N:14][NH:15][CH:16]=3)[N:10]([CH3:11])[C:4]=2[CH:3]=1.[H-].[Na+].CN(C=O)C.[CH3:24][Si:25]([CH3:32])([CH3:31])[CH2:26][CH2:27][O:28][CH2:29]Cl. The catalyst is C1COCC1. The product is [Cl:1][C:2]1[N:7]=[CH:6][C:5]2[N:8]=[C:9]([C:12]3[CH:16]=[N:15][N:14]([CH2:29][O:28][CH2:27][CH2:26][Si:25]([CH3:32])([CH3:31])[CH3:24])[CH:13]=3)[N:10]([CH3:11])[C:4]=2[CH:3]=1. The yield is 0.400. (8) The reactants are [CH:1]([CH:3]1[CH2:8][CH2:7][N:6]([C:9]([O:11][C:12]([CH3:15])([CH3:14])[CH3:13])=[O:10])[CH2:5][CH2:4]1)=[O:2].[CH3:16][Mg]Br. The catalyst is C1COCC1. The product is [OH:2][CH:1]([CH:3]1[CH2:8][CH2:7][N:6]([C:9]([O:11][C:12]([CH3:15])([CH3:14])[CH3:13])=[O:10])[CH2:5][CH2:4]1)[CH3:16]. The yield is 0.902.